Task: Predict the reactants needed to synthesize the given product.. Dataset: Full USPTO retrosynthesis dataset with 1.9M reactions from patents (1976-2016) (1) Given the product [CH2:38]([C:30]1([C:33]([O:35][CH2:36][CH3:37])=[O:34])[CH2:29][CH2:28][N:27]([C:24]2[N:23]=[CH:22][C:21]([C:4]3[CH:3]=[C:2]([C:68]#[C:67][CH2:66][OH:69])[C:10]4[S:9][C:8]([N:11]5[CH2:16][N:15]([CH3:17])[CH2:14][N:13]([CH2:18][CH3:19])[C:12]5=[O:20])=[N:7][C:6]=4[CH:5]=3)=[CH:26][N:25]=2)[CH2:32][CH2:31]1)[CH3:39], predict the reactants needed to synthesize it. The reactants are: Br[C:2]1[C:10]2[S:9][C:8]([N:11]3[CH2:16][N:15]([CH3:17])[CH2:14][N:13]([CH2:18][CH3:19])[C:12]3=[O:20])=[N:7][C:6]=2[CH:5]=[C:4]([C:21]2[CH:22]=[N:23][C:24]([N:27]3[CH2:32][CH2:31][C:30]([CH2:38][CH3:39])([C:33]([O:35][CH2:36][CH3:37])=[O:34])[CH2:29][CH2:28]3)=[N:25][CH:26]=2)[CH:3]=1.C1(P(C2C=CC=CC=2)C2C=CC=CC=2)C=CC=CC=1.C(N(CC)CC)C.[CH2:66]([OH:69])[C:67]#[CH:68]. (2) Given the product [Cl:1][C:2]1[C:3]2[N:4]([C:8]([CH:12]3[CH2:15][CH:14]([N:24]4[CH2:25][CH2:26][N:21]([C:18](=[O:20])[CH3:19])[CH2:22][CH2:23]4)[CH2:13]3)=[N:9][C:10]=2[I:11])[CH:5]=[CH:6][N:7]=1, predict the reactants needed to synthesize it. The reactants are: [Cl:1][C:2]1[C:3]2[N:4]([C:8]([CH:12]3[CH2:15][C:14](=O)[CH2:13]3)=[N:9][C:10]=2[I:11])[CH:5]=[CH:6][N:7]=1.[Na].[C:18]([N:21]1[CH2:26][CH2:25][NH:24][CH2:23][CH2:22]1)(=[O:20])[CH3:19]. (3) Given the product [O:27]1[C:26]2[CH:25]=[CH:4][C:3]([N:23]3[CH2:13][C:6]4([CH2:7][CH2:8][N:9]([CH2:15][CH:13]([OH:14])[C:6]5[C:5]6[C:10](=[CH:11][CH:12]=[C:3]([O:2][CH3:1])[CH:4]=6)[N:9]=[CH:8][CH:7]=5)[CH2:10][CH2:5]4)[O:19][C:16]3=[O:17])=[CH:12][C:11]=2[O:22][CH2:29][CH2:28]1, predict the reactants needed to synthesize it. The reactants are: [CH3:1][O:2][C:3]1[CH:4]=[C:5]2[C:10](=[CH:11][CH:12]=1)[N:9]=[CH:8][CH:7]=[C:6]2[CH:13]1[CH2:15][O:14]1.[C:16]([O-:19])([O-])=[O:17].[K+].[K+].[OH2:22].[NH4+:23].[OH-].[CH3:25][C:26](=O)[O:27][CH2:28][CH3:29]. (4) The reactants are: [OH:1][C:2]1[C:7](C(O)=O)=[CH:6][N:5]=[C:4]2[N:11]([C:15]3[CH:20]=[CH:19][CH:18]=[CH:17][N:16]=3)[N:12]=[C:13]([CH3:14])[C:3]=12.[OH-].[Na+]. Given the product [CH3:14][C:13]1[C:3]2[C:2]([OH:1])=[CH:7][CH:6]=[N:5][C:4]=2[N:11]([C:15]2[CH:20]=[CH:19][CH:18]=[CH:17][N:16]=2)[N:12]=1, predict the reactants needed to synthesize it.